From a dataset of Forward reaction prediction with 1.9M reactions from USPTO patents (1976-2016). Predict the product of the given reaction. (1) Given the reactants [Br:1][C:2]1[CH:3]=[C:4]([OH:8])[CH:5]=[N:6][CH:7]=1.Cl[CH:10]([CH3:12])[CH3:11], predict the reaction product. The product is: [Br:1][C:2]1[CH:7]=[N:6][CH:5]=[C:4]([O:8][CH:10]([CH3:12])[CH3:11])[CH:3]=1. (2) Given the reactants [C:1]([NH:24][CH2:25][CH2:26][NH:27][P:28](=O)([O:31]C1C=CC([N+]([O-])=O)=CC=1)[O:29][CH3:30])(=[O:23])[CH2:2][CH2:3]/[CH:4]=[CH:5]\[CH2:6]/[CH:7]=[CH:8]\[CH2:9]/[CH:10]=[CH:11]\[CH2:12]/[CH:13]=[CH:14]\[CH2:15]/[CH:16]=[CH:17]\[CH2:18]/[CH:19]=[CH:20]\[CH2:21][CH3:22].C([Mg]Cl)(C)(C)C.[CH3:48][C:49]1[C:55](=[O:56])[NH:54][C:52](=[O:53])[N:51]([C@@H:57]2[O:61][C@H:60]([CH2:62][OH:63])[C@@H:59]([N:64]=[N+:65]=[N-:66])[CH2:58]2)[CH:50]=1, predict the reaction product. The product is: [C:1]([NH:24][CH2:25][CH2:26][NH:27][P:28](=[O:31])([O:29][CH3:30])[O:63][CH2:62][C@@H:60]1[C@@H:59]([N:64]=[N+:65]=[N-:66])[CH2:58][C@@H:57]([N:51]2[CH:50]=[C:49]([CH3:48])[C:55](=[O:56])[NH:54][C:52]2=[O:53])[O:61]1)(=[O:23])[CH2:2][CH2:3]/[CH:4]=[CH:5]\[CH2:6]/[CH:7]=[CH:8]\[CH2:9]/[CH:10]=[CH:11]\[CH2:12]/[CH:13]=[CH:14]\[CH2:15]/[CH:16]=[CH:17]\[CH2:18]/[CH:19]=[CH:20]\[CH2:21][CH3:22]. (3) Given the reactants Cl[C:2]1[C:7]([C:8]#[N:9])=[CH:6][N:5]=[C:4]2[C:10]3[CH:16]=[CH:15][CH:14]=[C:13]([N+:17]([O-:19])=[O:18])[C:11]=3[S:12][C:3]=12.[Br:20][C:21]1[CH:22]=[C:23]([CH:25]=[CH:26][CH:27]=1)[NH2:24].Cl.N1C=CC=CC=1, predict the reaction product. The product is: [Br:20][C:21]1[CH:22]=[C:23]([CH:25]=[CH:26][CH:27]=1)[NH:24][C:2]1[C:7]([C:8]#[N:9])=[CH:6][N:5]=[C:4]2[C:10]3[CH:16]=[CH:15][CH:14]=[C:13]([N+:17]([O-:19])=[O:18])[C:11]=3[S:12][C:3]=12. (4) The product is: [CH3:39][S:36]([C:33]1[CH:34]=[CH:35][C:30]([O:7][CH2:8][CH2:9][C@H:10]2[CH2:12][C@@H:11]2[CH:13]2[CH2:18][CH2:17][N:16]([C:19]([O:21][CH2:22][C:23]3[CH:24]=[CH:25][CH:26]=[CH:27][CH:28]=3)=[O:20])[CH2:15][CH2:14]2)=[N:31][CH:32]=1)(=[O:38])=[O:37]. Given the reactants CC(C)([O-])C.[Na+].[OH:7][CH2:8][CH2:9][C@H:10]1[CH2:12][C@@H:11]1[CH:13]1[CH2:18][CH2:17][N:16]([C:19]([O:21][CH2:22][C:23]2[CH:28]=[CH:27][CH:26]=[CH:25][CH:24]=2)=[O:20])[CH2:15][CH2:14]1.Br[C:30]1[CH:35]=[CH:34][C:33]([S:36]([CH3:39])(=[O:38])=[O:37])=[CH:32][N:31]=1, predict the reaction product. (5) Given the reactants [N:1]([C:4]1[CH:5]=[C:6]([C@:10]23[CH2:18][O:17][CH2:16][C@H:15]2[CH2:14][S:13][C:12]([NH:19][C:20](=[O:27])[C:21]2[CH:26]=[CH:25][CH:24]=[CH:23][CH:22]=2)=[N:11]3)[CH:7]=[CH:8][CH:9]=1)=[N+]=[N-], predict the reaction product. The product is: [NH2:1][C:4]1[CH:5]=[C:6]([C@:10]23[CH2:18][O:17][CH2:16][C@H:15]2[CH2:14][S:13][C:12]([NH:19][C:20](=[O:27])[C:21]2[CH:22]=[CH:23][CH:24]=[CH:25][CH:26]=2)=[N:11]3)[CH:7]=[CH:8][CH:9]=1.